From a dataset of Peptide-MHC class I binding affinity with 185,985 pairs from IEDB/IMGT. Regression. Given a peptide amino acid sequence and an MHC pseudo amino acid sequence, predict their binding affinity value. This is MHC class I binding data. The peptide sequence is QVWQRSWEYW. The MHC is Mamu-B17 with pseudo-sequence Mamu-B17. The binding affinity (normalized) is 0.206.